This data is from Reaction yield outcomes from USPTO patents with 853,638 reactions. The task is: Predict the reaction yield, written as a fraction of the theoretical maximum amount of product (1.0 means a 100% yield; for example, 0.34 means a 34% yield). (1) The reactants are [CH3:1][Si:2]([CH3:13])([CH3:12])[O:3][CH2:4][CH2:5][CH2:6][C:7]1[CH2:11][CH:10]=[CH:9][CH:8]=1.C([Li:18])CCC. The catalyst is CCOCC.CCCCCC. The product is [CH3:13][Si:2]([CH3:1])([CH3:12])[O:3][CH2:4][CH2:5][CH2:6][C-:7]1[CH:11]=[CH:10][CH:9]=[CH:8]1.[Li+:18]. The yield is 0.850. (2) The reactants are Cl[C:2]1[C:3]2[C:10]([C:11]([F:14])([F:13])[F:12])=[CH:9][S:8][C:4]=2[N:5]=[CH:6][N:7]=1.[O:15]1[CH2:19][CH2:18][CH:17]([O:20][C:21]2[CH:26]=[CH:25][CH:24]=[CH:23][C:22]=2[NH2:27])[CH2:16]1. The yield is 0.230. The catalyst is CC(O)C.O.[OH-].[NH4+]. The product is [O:15]1[CH2:19][CH2:18][CH:17]([O:20][C:21]2[CH:26]=[CH:25][CH:24]=[CH:23][C:22]=2[NH:27][C:2]2[C:3]3[C:10]([C:11]([F:14])([F:13])[F:12])=[CH:9][S:8][C:4]=3[N:5]=[CH:6][N:7]=2)[CH2:16]1. (3) The reactants are [C:1]([C:5]1[CH:9]=[C:8]([NH2:10])[N:7]([C:11]2[CH:19]=[C:18]3[C:14]([CH:15]=[N:16][NH:17]3)=[CH:13][CH:12]=2)[N:6]=1)([CH3:4])([CH3:3])[CH3:2].[OH-].[Na+].[CH3:22][C:23]([O:26][C:27](O[C:27]([O:26][C:23]([CH3:25])([CH3:24])[CH3:22])=[O:28])=[O:28])([CH3:25])[CH3:24]. The catalyst is O1CCOCC1. The product is [C:23]([O:26][C:27]([N:17]1[C:18]2[C:14](=[CH:13][CH:12]=[C:11]([N:7]3[C:8]([NH2:10])=[CH:9][C:5]([C:1]([CH3:4])([CH3:2])[CH3:3])=[N:6]3)[CH:19]=2)[CH:15]=[N:16]1)=[O:28])([CH3:25])([CH3:24])[CH3:22]. The yield is 0.750.